From a dataset of Full USPTO retrosynthesis dataset with 1.9M reactions from patents (1976-2016). Predict the reactants needed to synthesize the given product. (1) Given the product [Cl:21][C:22]1[CH:23]=[C:24]([NH:29][C:30](=[S:31])[NH:1][C:2]2[CH:3]=[C:4]([CH:16]=[CH:17][C:18]=2[O:19][CH3:20])[C:5]([NH:7][C:8]2[CH:13]=[CH:12][C:11]([F:14])=[C:10]([F:15])[CH:9]=2)=[O:6])[CH:25]=[C:26]([Cl:28])[CH:27]=1, predict the reactants needed to synthesize it. The reactants are: [NH2:1][C:2]1[CH:3]=[C:4]([CH:16]=[CH:17][C:18]=1[O:19][CH3:20])[C:5]([NH:7][C:8]1[CH:13]=[CH:12][C:11]([F:14])=[C:10]([F:15])[CH:9]=1)=[O:6].[Cl:21][C:22]1[CH:23]=[C:24]([N:29]=[C:30]=[S:31])[CH:25]=[C:26]([Cl:28])[CH:27]=1. (2) Given the product [CH2:1]([O:5][CH2:6][CH2:7][O:8][C:9]1[CH:14]=[CH:13][C:12]([C:15]2[CH:16]=[CH:17][C:18]3[N:24]([CH2:25][CH:26]([CH3:27])[CH3:28])[CH2:23][CH2:22][C:21]([C:29]([NH:31][C:32]4[CH:33]=[CH:34][C:35]([S:38]([C:39]5[N:44]6[CH:45]=[C:46]([CH3:48])[N:47]=[C:43]6[CH:42]=[CH:41][CH:40]=5)=[O:58])=[CH:36][CH:37]=4)=[O:30])=[CH:20][C:19]=3[CH:49]=2)=[CH:11][CH:10]=1)[CH2:2][CH2:3][CH3:4], predict the reactants needed to synthesize it. The reactants are: [CH2:1]([O:5][CH2:6][CH2:7][O:8][C:9]1[CH:14]=[CH:13][C:12]([C:15]2[CH:16]=[CH:17][C:18]3[N:24]([CH2:25][CH:26]([CH3:28])[CH3:27])[CH2:23][CH2:22][C:21]([C:29]([NH:31][C:32]4[CH:37]=[CH:36][C:35]([S:38][C:39]5[N:44]6[CH:45]=[C:46]([CH3:48])[N:47]=[C:43]6[CH:42]=[CH:41][CH:40]=5)=[CH:34][CH:33]=4)=[O:30])=[CH:20][C:19]=3[CH:49]=2)=[CH:11][CH:10]=1)[CH2:2][CH2:3][CH3:4].ClC1C=CC=C(C(OO)=[O:58])C=1.S([O-])([O-])(=O)=S.[Na+].[Na+].